Dataset: Reaction yield outcomes from USPTO patents with 853,638 reactions. Task: Predict the reaction yield, written as a fraction of the theoretical maximum amount of product (1.0 means a 100% yield; for example, 0.34 means a 34% yield). (1) The reactants are [F:1][C:2]([F:14])([F:13])[C:3]1[N:8]=[C:7]([C:9](O)([CH3:11])[CH3:10])[CH:6]=[CH:5][N:4]=1.S(=O)(=O)(O)[OH:16].[C:20](#[N:22])[CH3:21]. No catalyst specified. The product is [CH3:10][C:9]([NH:22][C:20](=[O:16])[CH3:21])([C:7]1[CH:6]=[CH:5][N:4]=[C:3]([C:2]([F:14])([F:13])[F:1])[N:8]=1)[CH3:11]. The yield is 0.780. (2) The reactants are BrCCBr.C[Si](Cl)(C)C.[C:10]([N:17]1[CH2:20][CH:19](I)[CH2:18]1)([O:12][C:13]([CH3:16])([CH3:15])[CH3:14])=[O:11].[Cl:22][C:23]1[C:28](Cl)=[N:27][CH:26]=[CH:25][N:24]=1.C(Cl)Cl. The catalyst is CC(N(C)C)=O.[Zn].[Cu]I. The product is [Cl:22][C:23]1[C:28]([CH:19]2[CH2:20][N:17]([C:10]([O:12][C:13]([CH3:16])([CH3:15])[CH3:14])=[O:11])[CH2:18]2)=[N:27][CH:26]=[CH:25][N:24]=1. The yield is 0.400. (3) The reactants are Br[C:2]1[CH:3]=[C:4]([OH:8])[CH:5]=[CH:6][CH:7]=1.[CH2:9]([NH:16][CH3:17])[C:10]1[CH:15]=[CH:14][CH:13]=[CH:12][CH:11]=1. No catalyst specified. The product is [CH2:9]([N:16]([CH3:17])[C:2]1[CH:3]=[C:4]([OH:8])[CH:5]=[CH:6][CH:7]=1)[C:10]1[CH:15]=[CH:14][CH:13]=[CH:12][CH:11]=1. The yield is 0.240. (4) The reactants are [Cl:1][C:2]1[N:11]=[C:10](Cl)[C:9]2[C:4](=[CH:5][CH:6]=[CH:7][CH:8]=2)[N:3]=1.[CH3:13][C:14]1[NH:18][N:17]=[C:16]([NH2:19])[CH:15]=1. The catalyst is C(O)C. The product is [Cl:1][C:2]1[N:11]=[C:10]([NH:19][C:16]2[CH:15]=[C:14]([CH3:13])[NH:18][N:17]=2)[C:9]2[C:4](=[CH:5][CH:6]=[CH:7][CH:8]=2)[N:3]=1. The yield is 0.930. (5) The reactants are C[O:2][C:3](=[O:33])[CH2:4][C:5]1[C:14]([CH3:15])=[C:13]([CH:16]2[CH2:21][CH2:20][N:19]([S:22]([CH2:25][C:26]3[CH:31]=[CH:30][CH:29]=[CH:28][CH:27]=3)(=[O:24])=[O:23])[CH2:18][CH2:17]2)[C:12]2[C:7](=[CH:8][CH:9]=[C:10]([F:32])[CH:11]=2)[CH:6]=1.O.[OH-].[Li+].Cl. The catalyst is C1COCC1.O. The product is [F:32][C:10]1[CH:11]=[C:12]2[C:7](=[CH:8][CH:9]=1)[CH:6]=[C:5]([CH2:4][C:3]([OH:33])=[O:2])[C:14]([CH3:15])=[C:13]2[CH:16]1[CH2:21][CH2:20][N:19]([S:22]([CH2:25][C:26]2[CH:31]=[CH:30][CH:29]=[CH:28][CH:27]=2)(=[O:23])=[O:24])[CH2:18][CH2:17]1. The yield is 0.630. (6) The reactants are C[O:2][C:3](=[O:20])[C:4]([C:13]1[CH:18]=[CH:17][C:16]([Cl:19])=[CH:15][CH:14]=1)([C:6]1[CH:11]=[CH:10][C:9]([Cl:12])=[CH:8][CH:7]=1)[CH3:5]. The catalyst is C1COCC1.O.CO. The product is [Cl:12][C:9]1[CH:8]=[CH:7][C:6]([C:4]([C:13]2[CH:14]=[CH:15][C:16]([Cl:19])=[CH:17][CH:18]=2)([CH3:5])[C:3]([OH:20])=[O:2])=[CH:11][CH:10]=1. The yield is 0.930. (7) The reactants are [NH2:1][C:2]1[N:7]=[CH:6][C:5](/[CH:8]=[CH:9]/[C:10]([O:12]C(C)(C)C)=[O:11])=[CH:4][CH:3]=1.FC(F)(F)C(O)=O.[ClH:24]. The catalyst is C(Cl)Cl.O1CCOCC1. The product is [ClH:24].[NH2:1][C:2]1[N:7]=[CH:6][C:5](/[CH:8]=[CH:9]/[C:10]([OH:12])=[O:11])=[CH:4][CH:3]=1. The yield is 0.760.